Dataset: Peptide-MHC class I binding affinity with 185,985 pairs from IEDB/IMGT. Task: Regression. Given a peptide amino acid sequence and an MHC pseudo amino acid sequence, predict their binding affinity value. This is MHC class I binding data. (1) The peptide sequence is FMIAATYNFAV. The MHC is HLA-A02:01 with pseudo-sequence HLA-A02:01. The binding affinity (normalized) is 0.787. (2) The peptide sequence is TPSHYSGNI. The MHC is HLA-A02:19 with pseudo-sequence HLA-A02:19. The binding affinity (normalized) is 0.0847. (3) The peptide sequence is KTHESHLVR. The MHC is HLA-A31:01 with pseudo-sequence HLA-A31:01. The binding affinity (normalized) is 0.714. (4) The peptide sequence is STTDAEACY. The MHC is HLA-A11:01 with pseudo-sequence HLA-A11:01. The binding affinity (normalized) is 0.439.